From a dataset of Forward reaction prediction with 1.9M reactions from USPTO patents (1976-2016). Predict the product of the given reaction. (1) The product is: [S:1]1[CH:6]=[CH:5][CH:4]=[C:3]([C:7]([O:9][CH3:10])=[O:8])[CH2:2]1. Given the reactants [S:1]1[CH2:6][CH2:5][CH:4]=[C:3]([C:7]([O-:9])=[O:8])[CH2:2]1.[CH3:10]O, predict the reaction product. (2) Given the reactants [NH2:1][C:2]1[C:10]2[C:9]([C:11]3[CH:16]=[CH:15][C:14]([Cl:17])=[C:13]([Cl:18])[CH:12]=3)=[N:8][C:7](S(C)=O)=[N:6][C:5]=2[S:4][C:3]=1[C:22]([NH2:24])=[O:23].[CH3:25][O:26][CH2:27][CH2:28][NH2:29], predict the reaction product. The product is: [NH2:1][C:2]1[C:10]2[C:9]([C:11]3[CH:16]=[CH:15][C:14]([Cl:17])=[C:13]([Cl:18])[CH:12]=3)=[N:8][C:7]([NH:29][CH2:28][CH2:27][O:26][CH3:25])=[N:6][C:5]=2[S:4][C:3]=1[C:22]([NH2:24])=[O:23]. (3) Given the reactants Cl[C:2]1[CH:3]=[C:4]([C:9]2[N:13]3[C:14]4[N:22]=[C:21]([O:23][CH3:24])[CH:20]=[CH:19][C:15]=4[N:16]=[C:17]([CH3:18])[C:12]3=[C:11]([CH3:25])[N:10]=2)[CH:5]=[C:6](Cl)[CH:7]=1.[CH:26]([NH:29][C:30](C1C=C(B(O)O)C=CC=1)=[O:31])([CH3:28])[CH3:27].C([O-])([O-])=O.[K+].[K+], predict the reaction product. The product is: [CH:26]([NH:29][C:30](=[O:31])[C:6]1[CH:7]=[CH:2][CH:3]=[C:4]([C:9]2[N:13]3[C:14]4[N:22]=[C:21]([O:23][CH3:24])[CH:20]=[CH:19][C:15]=4[N:16]=[C:17]([CH3:18])[C:12]3=[C:11]([CH3:25])[N:10]=2)[CH:5]=1)([CH3:28])[CH3:27]. (4) Given the reactants [CH2:1]([C:7]1[CH:8]=[CH:9][CH:10]=[C:11]2[C:16]=1[N:15]=[C:14]([C:17]([OH:19])=[O:18])[CH:13]=[C:12]2[OH:20])[CH2:2][CH2:3][CH2:4][CH2:5][CH3:6].[OH-].[Na+:22], predict the reaction product. The product is: [CH2:1]([C:7]1[CH:8]=[CH:9][CH:10]=[C:11]2[C:16]=1[N:15]=[C:14]([C:17]([O-:19])=[O:18])[CH:13]=[C:12]2[OH:20])[CH2:2][CH2:3][CH2:4][CH2:5][CH3:6].[Na+:22]. (5) The product is: [C:8]([C:6]1[CH:5]=[CH:4][C:3]([CH2:10][C:11]([O:13][CH3:14])=[O:12])=[C:2]([NH:1][C:22]([C:17]2[CH:18]=[CH:19][CH:20]=[CH:21][N:16]=2)=[O:23])[CH:7]=1)#[N:9]. Given the reactants [NH2:1][C:2]1[CH:7]=[C:6]([C:8]#[N:9])[CH:5]=[CH:4][C:3]=1[CH2:10][C:11]([O:13][CH3:14])=[O:12].Cl.[N:16]1[CH:21]=[CH:20][CH:19]=[CH:18][C:17]=1[C:22](Cl)=[O:23].O.C(=O)([O-])[O-].[K+].[K+], predict the reaction product. (6) Given the reactants [NH2:1][C:2]1[CH:9]=[C:8](F)[C:5]([C:6]#[N:7])=[CH:4][N:3]=1.[S:11]1[CH:15]=[CH:14][CH:13]=[C:12]1[CH2:16][OH:17].NC1C=C(OC(C)C)C(C#N)=CN=1, predict the reaction product. The product is: [NH2:1][C:2]1[CH:9]=[C:8]([O:17][CH2:16][C:12]2[S:11][CH:15]=[CH:14][CH:13]=2)[C:5]([C:6]#[N:7])=[CH:4][N:3]=1. (7) Given the reactants [C:1]([C:5]1[N:9]=[C:8]([C:10]2[CH:11]=[CH:12][C:13]([NH:16][NH2:17])=[N:14][CH:15]=2)[O:7][N:6]=1)([CH3:4])([CH3:3])[CH3:2].O=[C:19]1[CH2:23][S:22][CH2:21][CH:20]1[C:24](OC)=[O:25], predict the reaction product. The product is: [C:1]([C:5]1[N:9]=[C:8]([C:10]2[CH:11]=[CH:12][C:13]([N:16]3[C:24](=[O:25])[C:20]4[CH2:21][S:22][CH2:23][C:19]=4[NH:17]3)=[N:14][CH:15]=2)[O:7][N:6]=1)([CH3:4])([CH3:2])[CH3:3].